From a dataset of Full USPTO retrosynthesis dataset with 1.9M reactions from patents (1976-2016). Predict the reactants needed to synthesize the given product. (1) Given the product [N:1]([CH2:4][C@@H:5]1[C@H:9]2[O:10][C:11]([CH3:14])([CH3:13])[O:12][C@H:8]2[C@H:7]([N:15]2[C:19]3[N:20]=[CH:21][N:22]=[C:23]([NH2:25])[C:18]=3[CH:17]=[CH:16]2)[CH2:6]1)=[N+:2]=[N-:3], predict the reactants needed to synthesize it. The reactants are: [N:1]([CH2:4][C@@H:5]1[C@H:9]2[O:10][C:11]([CH3:14])([CH3:13])[O:12][C@H:8]2[C@H:7]([N:15]2[C:19]3[N:20]=[CH:21][N:22]=[C:23](Cl)[C:18]=3[CH:17]=[CH:16]2)[CH2:6]1)=[N+:2]=[N-:3].[NH3:25]. (2) Given the product [Cl:20][C:5]1[C:6]([NH:9][C@@H:10]2[C@@H:15]3[CH2:16][C@@H:12]([CH:13]=[CH:14]3)[C@@H:11]2[C:17]([NH2:19])=[O:18])=[C:7]2[N:8]=[C:25]([C:24]3[CH:27]=[CH:28][C:29]([N:30]4[CH2:35][CH2:34][O:33][CH2:32][CH2:31]4)=[C:22]([Cl:21])[CH:23]=3)[NH:1][C:2]2=[N:3][CH:4]=1, predict the reactants needed to synthesize it. The reactants are: [NH2:1][C:2]1[C:7]([NH2:8])=[C:6]([NH:9][C@@H:10]2[C@@H:15]3[CH2:16][C@@H:12]([CH:13]=[CH:14]3)[C@@H:11]2[C:17]([NH2:19])=[O:18])[C:5]([Cl:20])=[CH:4][N:3]=1.[Cl:21][C:22]1[CH:23]=[C:24]([CH:27]=[CH:28][C:29]=1[N:30]1[CH2:35][CH2:34][O:33][CH2:32][CH2:31]1)[CH:25]=O.C([O-])(=O)C.[NH4+]. (3) Given the product [Cl:1][C:2]1[CH:8]=[CH:7][C:5]([NH:6][C:23]([C:22]2[CH:26]=[CH:27][C:19]([C:17]([O:16][CH3:15])=[O:18])=[CH:20][CH:21]=2)=[O:24])=[CH:4][C:3]=1[C:9]1[CH:14]=[CH:13][CH:12]=[CH:11][N:10]=1, predict the reactants needed to synthesize it. The reactants are: [Cl:1][C:2]1[CH:8]=[CH:7][C:5]([NH2:6])=[CH:4][C:3]=1[C:9]1[CH:14]=[CH:13][CH:12]=[CH:11][N:10]=1.[CH3:15][O:16][C:17]([C:19]1[CH:27]=[CH:26][C:22]([C:23](O)=[O:24])=[CH:21][CH:20]=1)=[O:18]. (4) Given the product [CH3:1][O:2][C:3]1[CH:4]=[C:5]([CH2:6][C:40]#[N:41])[CH:8]=[CH:9][C:10]=1[O:11][S:12]([C:15]1[CH:21]=[CH:20][C:18]([CH3:19])=[CH:17][CH:16]=1)(=[O:14])=[O:13], predict the reactants needed to synthesize it. The reactants are: [CH3:1][O:2][C:3]1[CH:4]=[C:5]([CH:8]=[CH:9][C:10]=1[O:11][S:12]([C:15]1[CH:21]=[CH:20][C:18]([CH3:19])=[CH:17][CH:16]=1)(=[O:14])=[O:13])[CH2:6]Cl.C1OCCOCCOCCOCCOCCOC1.[C-:40]#[N:41].[K+]. (5) Given the product [CH3:25][O:26][C:27]([C:29]1[C:34]([NH:35][C:17](=[O:19])[CH2:16][C:9]2[C:10]([F:15])=[CH:11][CH:12]=[C:13]([F:14])[C:8]=2[Cl:7])=[N:33][CH:32]=[CH:31][N:30]=1)=[O:28], predict the reactants needed to synthesize it. The reactants are: C(Cl)(=O)C(Cl)=O.[Cl:7][C:8]1[C:13]([F:14])=[CH:12][CH:11]=[C:10]([F:15])[C:9]=1[CH2:16][C:17]([OH:19])=O.CN(C)C=O.[CH3:25][O:26][C:27]([C:29]1[C:34]([NH2:35])=[N:33][CH:32]=[CH:31][N:30]=1)=[O:28]. (6) Given the product [NH2:1][C@H:2]1[CH2:7][CH2:6][CH2:5][CH2:4][C@H:3]1[NH:8][C:9]1[C:16]([F:17])=[CH:15][C:12]([C:13]([NH2:14])=[O:32])=[C:11]([NH:18][C:19]2[O:23][N:22]=[C:21]([C:24]3[CH:29]=[CH:28][CH:27]=[CH:26][CH:25]=3)[CH:20]=2)[CH:10]=1, predict the reactants needed to synthesize it. The reactants are: [NH2:1][C@H:2]1[CH2:7][CH2:6][CH2:5][CH2:4][C@H:3]1[NH:8][C:9]1[C:16]([F:17])=[CH:15][C:12]([C:13]#[N:14])=[C:11]([NH:18][C:19]2[O:23][N:22]=[C:21]([C:24]3[CH:29]=[CH:28][CH:27]=[CH:26][CH:25]=3)[CH:20]=2)[CH:10]=1.CC[OH:32]. (7) Given the product [Cl:1][C:2]1[CH:7]=[CH:6][C:5]([CH2:8][C@H:9]([NH:33][C:34](=[O:36])[CH3:35])[C@H:10]([OH:32])[CH2:11][NH:12][C@@H:13]2[C:22]3[C:17](=[N:18][CH:19]=[C:20]([CH2:23][C:24]([CH3:27])([CH3:28])[CH2:25][CH3:26])[CH:21]=3)[O:16][C:15]3([CH2:31][CH2:30][CH2:29]3)[CH2:14]2)=[CH:4][CH:3]=1, predict the reactants needed to synthesize it. The reactants are: [Cl:1][C:2]1[CH:7]=[CH:6][C:5]([CH2:8][C@H:9]([NH:33][C:34](=[O:36])[CH3:35])[C@H:10]([OH:32])[CH2:11][NH:12][C@@H:13]2[C:22]3[C:17](=[N:18][CH:19]=[C:20]([CH2:23][C:24]([CH3:28])([CH3:27])[C:25]#[CH:26])[CH:21]=3)[O:16][C:15]3([CH2:31][CH2:30][CH2:29]3)[CH2:14]2)=[CH:4][CH:3]=1.CC(O)=O.